Dataset: Catalyst prediction with 721,799 reactions and 888 catalyst types from USPTO. Task: Predict which catalyst facilitates the given reaction. Reactant: [F:1][C:2]1[C:11]2[O:10][CH2:9][C@H:8]3[C@@H:12]([NH2:13])[C@H:7]3[C:6]=2[C:5]([F:14])=[CH:4][CH:3]=1.[F:15][C:16]1[CH:17]=[C:18]([CH:29]=[CH:30][CH:31]=1)[O:19][C:20]1[CH:21]=[CH:22][C:23]([N:26]=[C:27]=[S:28])=[N:24][CH:25]=1. Product: [F:1][C:2]1[C:11]2[O:10][CH2:9][C@H:8]3[C@@H:12]([NH:13][C:27]([NH:26][C:23]4[CH:22]=[CH:21][C:20]([O:19][C:18]5[CH:29]=[CH:30][CH:31]=[C:16]([F:15])[CH:17]=5)=[CH:25][N:24]=4)=[S:28])[C@H:7]3[C:6]=2[C:5]([F:14])=[CH:4][CH:3]=1. The catalyst class is: 10.